From a dataset of Forward reaction prediction with 1.9M reactions from USPTO patents (1976-2016). Predict the product of the given reaction. (1) Given the reactants Br[C:2]1[CH:3]=[CH:4][C:5]([N:8]2[CH:12]=[CH:11][CH:10]=[N:9]2)=[N:6][CH:7]=1.C1(C)C=CC=CC=1P(C1C=CC=CC=1C)C1C=CC=CC=1C.[C:35](OC)(=[O:38])[CH:36]=[CH2:37], predict the reaction product. The product is: [N:8]1([C:5]2[N:6]=[CH:7][C:2]([CH:37]=[CH:36][CH:35]=[O:38])=[CH:3][CH:4]=2)[CH:12]=[CH:11][CH:10]=[N:9]1. (2) Given the reactants FC1C=C(C=C(C(F)(F)F)C=1)CN([C@H]1CCCN([CH2:20][C:21]2[CH:26]=[CH:25][N:24]=[CH:23][CH:22]=2)C2C=C(C(F)(F)F)C(C)=CC1=2)C1N=NN(C)N=1.[Cl:43][C:44]1[CH:45]=[C:46]([CH:72]=[C:73]([C:75]([F:78])([F:77])[F:76])[CH:74]=1)[CH2:47][N:48]([C@H:55]1[CH2:61][CH2:60][CH2:59][NH:58][C:57]2[C:62]([CH3:71])=[C:63]([C:67]([F:70])([F:69])[F:68])[C:64]([CH3:66])=[CH:65][C:56]1=2)[C:49]1[N:50]=[N:51][N:52]([CH3:54])[N:53]=1.N1C=CC(C=O)=CC=1, predict the reaction product. The product is: [Cl:43][C:44]1[CH:45]=[C:46]([CH:72]=[C:73]([C:75]([F:78])([F:76])[F:77])[CH:74]=1)[CH2:47][N:48]([C@H:55]1[CH2:61][CH2:60][CH2:59][N:58]([CH2:20][C:21]2[CH:26]=[CH:25][N:24]=[CH:23][CH:22]=2)[C:57]2[C:62]([CH3:71])=[C:63]([C:67]([F:68])([F:69])[F:70])[C:64]([CH3:66])=[CH:65][C:56]1=2)[C:49]1[N:50]=[N:51][N:52]([CH3:54])[N:53]=1. (3) Given the reactants [S:1]1[CH:5]=[CH:4][N:3]=[C:2]1[C:6]([OH:8])=O.CCN(C(C)C)C(C)C.CN(C(ON1N=NC2C=CC=CC1=2)=[N+](C)C)C.F[P-](F)(F)(F)(F)F.[CH:42]([N:55]1[CH2:58][CH:57]([C:59]2([OH:65])[CH2:64][CH2:63][NH:62][CH2:61][CH2:60]2)[CH2:56]1)([C:49]1[CH:54]=[CH:53][CH:52]=[CH:51][CH:50]=1)[C:43]1[CH:48]=[CH:47][CH:46]=[CH:45][CH:44]=1, predict the reaction product. The product is: [CH:42]([N:55]1[CH2:56][CH:57]([C:59]2([OH:65])[CH2:64][CH2:63][N:62]([C:6]([C:2]3[S:1][CH:5]=[CH:4][N:3]=3)=[O:8])[CH2:61][CH2:60]2)[CH2:58]1)([C:43]1[CH:44]=[CH:45][CH:46]=[CH:47][CH:48]=1)[C:49]1[CH:54]=[CH:53][CH:52]=[CH:51][CH:50]=1. (4) The product is: [N:43]1[CH:44]=[CH:45][CH:46]=[C:41]([CH:38]2[CH2:39][CH2:40][N:36]([C:28]([N:4]3[C:5]4[CH:10]=[C:9]([C:11]([O:13][CH3:14])=[O:12])[CH:8]=[CH:7][C:6]=4[O:1][CH2:2][CH2:3]3)=[O:34])[CH2:37]2)[CH:42]=1. Given the reactants [O:1]1[C:6]2[CH:7]=[CH:8][C:9]([C:11]([O:13][CH3:14])=[O:12])=[CH:10][C:5]=2[NH:4][CH2:3][CH2:2]1.C(N(C(C)C)CC)(C)C.ClC(Cl)(O[C:28](=[O:34])OC(Cl)(Cl)Cl)Cl.[NH:36]1[CH2:40][CH2:39][CH:38]([C:41]2[CH:42]=[N:43][CH:44]=[CH:45][CH:46]=2)[CH2:37]1.C(=O)([O-])O.[Na+], predict the reaction product. (5) Given the reactants Br[CH2:2][CH2:3][CH2:4][CH2:5][CH2:6][CH2:7][CH2:8][CH2:9][CH2:10][CH2:11][O:12][C:13]([F:16])([F:15])[F:14].[S:17]([O-:20])([O-:19])=[O:18].[Na+].[Na+].C(O)C, predict the reaction product. The product is: [F:14][C:13]([F:16])([F:15])[O:12][CH2:11][CH2:10][CH2:9][CH2:8][CH2:7][CH2:6][CH2:5][CH2:4][CH2:3][CH2:2][S:17]([OH:20])(=[O:19])=[O:18]. (6) Given the reactants FC(F)(F)C(O)=O.FC(F)(F)C(O)=O.[CH3:15][N:16]([CH:30]1[CH2:35][CH2:34][NH:33][CH2:32][CH2:31]1)[C:17]([N:19]1[CH:23]=[C:22]([C:24]2[CH:25]=[N:26][CH:27]=[CH:28][CH:29]=2)[N:21]=[CH:20]1)=[O:18].C(N(CC)CC)C.[CH3:43][S:44](Cl)(=[O:46])=[O:45], predict the reaction product. The product is: [CH3:15][N:16]([CH:30]1[CH2:35][CH2:34][N:33]([S:44]([CH3:43])(=[O:46])=[O:45])[CH2:32][CH2:31]1)[C:17]([N:19]1[CH:23]=[C:22]([C:24]2[CH:25]=[N:26][CH:27]=[CH:28][CH:29]=2)[N:21]=[CH:20]1)=[O:18].